Dataset: Forward reaction prediction with 1.9M reactions from USPTO patents (1976-2016). Task: Predict the product of the given reaction. (1) Given the reactants [F:1][C:2]1[CH:3]=[C:4]([S:8]([C:11]2([CH:16]3[CH2:21][CH2:20][N:19]([C:22]([O:24][C:25]([CH3:28])([CH3:27])[CH3:26])=[O:23])[CH2:18][CH2:17]3)[CH2:14][CH:13]([OH:15])[CH2:12]2)(=[O:10])=[O:9])[CH:5]=[CH:6][CH:7]=1, predict the reaction product. The product is: [F:1][C:2]1[CH:3]=[C:4]([S:8]([C:11]2([CH:16]3[CH2:21][CH2:20][N:19]([C:22]([O:24][C:25]([CH3:28])([CH3:27])[CH3:26])=[O:23])[CH2:18][CH2:17]3)[CH2:14][C:13](=[O:15])[CH2:12]2)(=[O:10])=[O:9])[CH:5]=[CH:6][CH:7]=1. (2) Given the reactants [Cl:1][C:2]1[CH:3]=[C:4]([OH:13])[C:5]([CH3:12])=[C:6]([CH:11]=1)[C:7]([O:9][CH3:10])=[O:8].C(=O)([O-])[O-].[Cs+].[Cs+].I[CH:21]([CH3:23])[CH3:22].CCOC(C)=O, predict the reaction product. The product is: [Cl:1][C:2]1[CH:3]=[C:4]([O:13][CH:21]([CH3:23])[CH3:22])[C:5]([CH3:12])=[C:6]([CH:11]=1)[C:7]([O:9][CH3:10])=[O:8]. (3) Given the reactants Cl.Cl.[NH2:3][C@@H:4]([CH2:16][C:17]1[CH:22]=[CH:21][C:20]([Cl:23])=[C:19]([Cl:24])[CH:18]=1)[C:5]([NH:7][CH2:8][C:9]1[CH:10]=[N:11][C:12]([NH2:15])=[CH:13][CH:14]=1)=[O:6].[N:25]([C:35]([O:37][C:38]([CH3:41])([CH3:40])[CH3:39])=[O:36])([CH3:34])[C@@H:26]([C:31](O)=[O:32])[C@@H:27]([CH2:29][CH3:30])[CH3:28].C1C=CC2N(O)N=NC=2C=1.CCN=C=NCCCN(C)C.Cl.C(N(C(C)C)CC)(C)C, predict the reaction product. The product is: [C:38]([O:37][C:35](=[O:36])[N:25]([C@@H:26]([C:31](=[O:32])[NH:3][C@H:4]([C:5](=[O:6])[NH:7][CH2:8][C:9]1[CH:10]=[N:11][C:12]([NH2:15])=[CH:13][CH:14]=1)[CH2:16][C:17]1[CH:22]=[CH:21][C:20]([Cl:23])=[C:19]([Cl:24])[CH:18]=1)[CH:27]([CH3:28])[CH2:29][CH3:30])[CH3:34])([CH3:39])([CH3:41])[CH3:40]. (4) Given the reactants [CH2:1]([O:3][P:4]([CH:9]([C:21]#[N:22])[CH:10]([CH:15]1[CH2:20][CH2:19][O:18][CH2:17][CH2:16]1)[CH2:11][CH2:12][CH:13]=C)(=[O:8])[O:5][CH2:6][CH3:7])[CH3:2].[O-:23][Mn](=O)(=O)=O.[K+].OS([O-])=O.[Na+].[OH2:34], predict the reaction product. The product is: [C:21]([CH:9]([P:4]([O:5][CH2:6][CH3:7])([O:3][CH2:1][CH3:2])=[O:8])[CH:10]([CH:15]1[CH2:20][CH2:19][O:18][CH2:17][CH2:16]1)[CH2:11][CH2:12][C:13]([OH:23])=[O:34])#[N:22]. (5) The product is: [C:9]([O:13][C:14](/[C:16](=[CH:32]\[C:31]1[CH:34]=[CH:35][C:28]([Cl:27])=[C:29]([F:36])[CH:30]=1)/[C:17]([O:19][CH3:20])=[O:18])=[O:15])([CH3:10])([CH3:11])[CH3:12]. Given the reactants CN(C)C(N(C)C)=N.[C:9]([O:13][C:14]([CH:16](P(OC)(OC)=O)[C:17]([O:19][CH3:20])=[O:18])=[O:15])([CH3:12])([CH3:11])[CH3:10].[Cl:27][C:28]1[CH:35]=[CH:34][C:31]([CH:32]=O)=[CH:30][C:29]=1[F:36].O, predict the reaction product. (6) Given the reactants ClC(OC(Cl)C)=O.C([N:15]1[CH2:20][C@H:19]([CH3:21])[O:18][C@@H:17]([CH3:22])[CH2:16]1)C1C=CC=CC=1.C(N(C(C)C)CC)(C)C.C([O-])([O-])=O.[K+].[K+].F[C:39]1[CH:46]=[CH:45][C:44]([N+:47]([O-:49])=[O:48])=[CH:43][C:40]=1[CH:41]=[O:42], predict the reaction product. The product is: [CH3:22][C@@H:17]1[O:18][C@@H:19]([CH3:21])[CH2:20][N:15]([C:39]2[CH:46]=[CH:45][C:44]([N+:47]([O-:49])=[O:48])=[CH:43][C:40]=2[CH:41]=[O:42])[CH2:16]1.